This data is from Full USPTO retrosynthesis dataset with 1.9M reactions from patents (1976-2016). The task is: Predict the reactants needed to synthesize the given product. (1) Given the product [CH2:1]([NH:4][C:10](=[O:11])[O:9][C:6]([CH3:8])([CH3:7])[CH3:5])[CH:2]=[CH2:3], predict the reactants needed to synthesize it. The reactants are: [CH2:1]([NH2:4])[CH:2]=[CH2:3].[CH3:5][C:6]([O:9][C:10](O[C:10]([O:9][C:6]([CH3:8])([CH3:7])[CH3:5])=[O:11])=[O:11])([CH3:8])[CH3:7]. (2) Given the product [CH3:1][C:2]1[CH:3]=[C:4]([N:5]([C:44]2[CH:45]=[CH:49][CH:50]=[C:42]([CH3:41])[CH:43]=2)[C:6]2[C:7]3[C:12]([C:13]4[CH:14]=[CH:15][CH:16]=[CH:17][C:18]=4[C:19]=2[N:20]([C:36]2[CH:37]=[CH:32][CH:33]=[C:34]([CH3:38])[CH:35]=2)[C:21]2[CH:26]=[CH:25][CH:24]=[C:23]([CH3:27])[CH:22]=2)=[CH:11][CH:10]=[CH:9][CH:8]=3)[CH:28]=[CH:29][CH:30]=1, predict the reactants needed to synthesize it. The reactants are: [CH3:1][C:2]1[CH:3]=[C:4]([CH:28]=[CH:29][CH:30]=1)[NH:5][C:6]1[C:7]2[C:12]([C:13]3[CH:14]=[CH:15][CH:16]=[CH:17][C:18]=3[C:19]=1[NH:20][C:21]1[CH:26]=[CH:25][CH:24]=[C:23]([CH3:27])[CH:22]=1)=[CH:11][CH:10]=[CH:9][CH:8]=2.I[C:32]1[CH:33]=[C:34]([CH3:38])[CH:35]=[CH:36][CH:37]=1.[OH-].[K+].[CH3:41][C:42]1[CH2:50][CH2:49][C:45](=C(C)C)[CH2:44][CH:43]=1. (3) Given the product [F:36][C:11]1[CH:10]=[C:9]([O:8][C:6]2[CH:5]=[CH:4][N:3]=[C:2]([NH:42][C:37](=[O:41])[CH:38]([CH3:40])[CH3:39])[CH:7]=2)[C:14]([F:15])=[CH:13][C:12]=1[NH:16][C:17]([C:19]1[C:20](=[O:35])[N:21]([C:28]2[CH:33]=[CH:32][C:31]([F:34])=[CH:30][CH:29]=2)[CH:22]=[CH:23][C:24]=1[O:25][CH2:26][CH3:27])=[O:18], predict the reactants needed to synthesize it. The reactants are: Cl[C:2]1[CH:7]=[C:6]([O:8][C:9]2[C:14]([F:15])=[CH:13][C:12]([NH:16][C:17]([C:19]3[C:20](=[O:35])[N:21]([C:28]4[CH:33]=[CH:32][C:31]([F:34])=[CH:30][CH:29]=4)[CH:22]=[CH:23][C:24]=3[O:25][CH2:26][CH3:27])=[O:18])=[C:11]([F:36])[CH:10]=2)[CH:5]=[CH:4][N:3]=1.[C:37]([NH2:42])(=[O:41])[CH:38]([CH3:40])[CH3:39].CC1(C)C2C(=C(P(C3C=CC=CC=3)C3C=CC=CC=3)C=CC=2)OC2C(P(C3C=CC=CC=3)C3C=CC=CC=3)=CC=CC1=2.C([O-])([O-])=O.[Cs+].[Cs+]. (4) Given the product [NH2:1][C:2]1[C:3]2[C:13]([O:14][CH2:15][CH:16]3[CH2:17][CH2:18][CH2:19][CH2:20]3)=[CH:12][C:11]([CH2:21][CH2:22][NH:23][S:25]([CH3:24])(=[O:27])=[O:26])=[CH:10][C:4]=2[S:5][C:6]=1[C:7]([NH2:9])=[O:8], predict the reactants needed to synthesize it. The reactants are: [NH2:1][C:2]1[C:3]2[C:13]([O:14][CH2:15][CH:16]3[CH2:20][CH2:19][CH2:18][CH2:17]3)=[CH:12][C:11]([CH2:21][CH2:22][NH2:23])=[CH:10][C:4]=2[S:5][C:6]=1[C:7]([NH2:9])=[O:8].[CH3:24][S:25](Cl)(=[O:27])=[O:26]. (5) Given the product [CH3:3][O:4][C:5]1[CH:10]=[CH:9][C:8]([CH2:11][N:12]2[C:20]3[CH:19]=[CH:18][CH:17]=[C:16]([N:21]([CH3:31])[C:22]4[CH:27]=[CH:26][N:25]=[C:24]([S:28][CH3:29])[N:23]=4)[C:15]=3[C:14]([CH3:30])=[N:13]2)=[CH:7][CH:6]=1, predict the reactants needed to synthesize it. The reactants are: CI.[CH3:3][O:4][C:5]1[CH:10]=[CH:9][C:8]([CH2:11][N:12]2[C:20]3[CH:19]=[CH:18][CH:17]=[C:16]([NH:21][C:22]4[CH:27]=[CH:26][N:25]=[C:24]([S:28][CH3:29])[N:23]=4)[C:15]=3[C:14]([CH3:30])=[N:13]2)=[CH:7][CH:6]=1.[C:31](=O)([O-])[O-].[Cs+].[Cs+]. (6) The reactants are: [O:1]([CH2:8][C:9]([O:11][CH3:12])=[O:10])[C:2]1[CH:7]=[CH:6][CH:5]=[CH:4][CH:3]=1.[Cl:13][S:14](O)(=[O:16])=[O:15]. Given the product [Cl:13][S:14]([C:5]1[CH:6]=[CH:7][C:2]([O:1][CH2:8][C:9]([O:11][CH3:12])=[O:10])=[CH:3][CH:4]=1)(=[O:16])=[O:15], predict the reactants needed to synthesize it. (7) Given the product [CH2:1]([O:8][C:9]([N:11]([CH2:19][CH2:20][CH2:21][N:22]1[C:27]2[CH:28]=[CH:29][C:30]([S:32][CH:33]([C:40]3[CH:45]=[CH:44][CH:43]=[CH:42][CH:41]=3)[CH2:34][C:35]([O:37][CH2:38][CH3:39])=[O:36])=[CH:31][C:26]=2[O:25][CH2:24][C:23]1=[O:46])[C:12]1[CH:17]=[CH:16][CH:15]=[CH:14][N:13]=1)=[O:10])[C:2]1[CH:3]=[CH:4][CH:5]=[CH:6][CH:7]=1, predict the reactants needed to synthesize it. The reactants are: [CH2:1]([O:8][C:9]([N:11]([CH2:19][CH2:20][CH2:21][N:22]1[C:27]2[CH:28]=[CH:29][C:30]([S:32][CH:33]([C:40]3[CH:45]=[CH:44][CH:43]=[CH:42][CH:41]=3)[CH2:34][C:35]([O:37][CH2:38][CH3:39])=[O:36])=[CH:31][C:26]=2[O:25][CH2:24][C:23]1=[O:46])[C:12]1[CH:17]=[CH:16][CH:15]=[CH:14][N+:13]=1[O-])=[O:10])[C:2]1[CH:7]=[CH:6][CH:5]=[CH:4][CH:3]=1.